Dataset: Forward reaction prediction with 1.9M reactions from USPTO patents (1976-2016). Task: Predict the product of the given reaction. (1) Given the reactants [NH:1]1[C:9]2[C:4](=[CH:5][C:6]([C:10]3[C:18]4[C:17]([NH2:19])=[N:16][CH:15]=[N:14][C:13]=4[O:12][CH:11]=3)=[CH:7][CH:8]=2)[CH2:3][CH2:2]1.CN(C(ON1N=NC2C=CC=NC1=2)=[N+](C)C)C.F[P-](F)(F)(F)(F)F.CCN(C(C)C)C(C)C.[F:53][C:54]1[CH:59]=[CH:58][C:57]([F:60])=[CH:56][C:55]=1[CH2:61][C:62](O)=[O:63], predict the reaction product. The product is: [F:53][C:54]1[CH:59]=[CH:58][C:57]([F:60])=[CH:56][C:55]=1[CH2:61][C:62]([N:1]1[C:9]2[C:4](=[CH:5][C:6]([C:10]3[C:18]4[C:17]([NH2:19])=[N:16][CH:15]=[N:14][C:13]=4[O:12][CH:11]=3)=[CH:7][CH:8]=2)[CH2:3][CH2:2]1)=[O:63]. (2) Given the reactants [S:1]([N:11]1[C:15]2[N:16]=[CH:17][C:18]3[N:19]([C:20]([C:23]45[CH2:30][CH2:29][C:26]([NH2:31])([CH2:27][CH2:28]4)[CH2:25][CH2:24]5)=[N:21][N:22]=3)[C:14]=2[CH:13]=[CH:12]1)([C:4]1[CH:10]=[CH:9][C:7]([CH3:8])=[CH:6][CH:5]=1)(=[O:3])=[O:2].FC(F)(F)S([O-])(=O)=O.[F:40][C:41]1([F:54])[CH2:44][N:43]([S:45](N2C=C[N+](C)=C2)(=[O:47])=[O:46])[CH2:42]1, predict the reaction product. The product is: [F:40][C:41]1([F:54])[CH2:44][N:43]([S:45]([NH:31][C:26]23[CH2:29][CH2:30][C:23]([C:20]4[N:19]5[C:14]6[CH:13]=[CH:12][N:11]([S:1]([C:4]7[CH:10]=[CH:9][C:7]([CH3:8])=[CH:6][CH:5]=7)(=[O:3])=[O:2])[C:15]=6[N:16]=[CH:17][C:18]5=[N:22][N:21]=4)([CH2:28][CH2:27]2)[CH2:24][CH2:25]3)(=[O:47])=[O:46])[CH2:42]1. (3) Given the reactants [NH2:1][N:2]1[N:11]=[C:10]([S:12][CH2:13][C:14]2[CH:19]=[CH:18][CH:17]=[CH:16][CH:15]=2)[C:9]2[C:4](=[CH:5][CH:6]=[CH:7][CH:8]=2)[C:3]1=[O:20].[F:21][C:22]1[CH:23]=[C:24]([CH2:29][C:30](O)=[O:31])[CH:25]=[C:26]([F:28])[CH:27]=1, predict the reaction product. The product is: [CH2:13]([S:12][C:10]1[C:9]2[C:4](=[CH:5][CH:6]=[CH:7][CH:8]=2)[C:3](=[O:20])[N:2]([NH:1][C:30](=[O:31])[CH2:29][C:24]2[CH:23]=[C:22]([F:21])[CH:27]=[C:26]([F:28])[CH:25]=2)[N:11]=1)[C:14]1[CH:19]=[CH:18][CH:17]=[CH:16][CH:15]=1. (4) Given the reactants [C:1]1([C:11]2[O:12][C:13](=[O:21])[C:14]3[N:20]=[CH:19][CH:18]=[CH:17][C:15]=3[N:16]=2)[C:10]2[C:5](=[CH:6][CH:7]=[CH:8][CH:9]=2)[CH:4]=[CH:3][CH:2]=1.[F:22][C:23]1([F:30])[CH2:28][CH2:27][CH:26]([NH2:29])[CH2:25][CH2:24]1, predict the reaction product. The product is: [F:22][C:23]1([F:30])[CH2:28][CH2:27][CH:26]([NH:29][C:13]([C:14]2[C:15]([NH:16][C:11]([C:1]3[C:10]4[C:5](=[CH:6][CH:7]=[CH:8][CH:9]=4)[CH:4]=[CH:3][CH:2]=3)=[O:12])=[CH:17][CH:18]=[CH:19][N:20]=2)=[O:21])[CH2:25][CH2:24]1.